From a dataset of Forward reaction prediction with 1.9M reactions from USPTO patents (1976-2016). Predict the product of the given reaction. (1) Given the reactants [CH2:1]([OH:9])[CH2:2][C:3]1[CH:8]=[CH:7][CH:6]=[CH:5][CH:4]=1.[CH3:10][O:11][C:12](=[O:18])[CH2:13][CH2:14][C:15](Cl)=[O:16].[Cl-].[Al+3].[Cl-].[Cl-].[Na], predict the reaction product. The product is: [CH3:10][O:11][C:12](=[O:18])[CH2:13][CH2:14][C:15]([C:6]1[CH:7]=[CH:8][C:3]([CH2:2][CH2:1][OH:9])=[CH:4][CH:5]=1)=[O:16]. (2) Given the reactants [Cl:1][C:2]1[CH:10]=[CH:9][C:8]([C:11]2[C:12]([C@@H:28]([NH:38][C:39](=[O:55])[CH2:40][N:41]3[C:45]4[C:46]([F:51])([F:50])[C@@H:47]5[CH2:49][C@@H:48]5[C:44]=4[C:43]([CH:52]([F:54])[F:53])=[N:42]3)[CH2:29][C:30]3[CH:35]=[C:34]([F:36])[CH:33]=[C:32]([F:37])[CH:31]=3)=[N:13][C:14]([C:17]#[C:18][C:19]([CH3:27])(N3CCOC3=O)[CH3:20])=[CH:15][CH:16]=2)=[C:7]2[C:3]=1[C:4]([NH:57][S:58]([CH3:61])(=[O:60])=[O:59])=[N:5][N:6]2[CH3:56].C(C1CC1)#C, predict the reaction product. The product is: [Cl:1][C:2]1[CH:10]=[CH:9][C:8]([C:11]2[C:12]([C@@H:28]([NH:38][C:39](=[O:55])[CH2:40][N:41]3[C:45]4[C:46]([F:50])([F:51])[C@@H:47]5[CH2:49][C@@H:48]5[C:44]=4[C:43]([CH:52]([F:53])[F:54])=[N:42]3)[CH2:29][C:30]3[CH:31]=[C:32]([F:37])[CH:33]=[C:34]([F:36])[CH:35]=3)=[N:13][C:14]([C:17]#[C:18][CH:19]3[CH2:20][CH2:27]3)=[CH:15][CH:16]=2)=[C:7]2[C:3]=1[C:4]([NH:57][S:58]([CH3:61])(=[O:59])=[O:60])=[N:5][N:6]2[CH3:56]. (3) Given the reactants Cl[C:2]1[CH:7]=[C:6]([O:8][CH3:9])[C:5]([N+:10]([O-:12])=[O:11])=[CH:4][N:3]=1.[CH3:13][S-:14].[Na+].O.C(Cl)Cl, predict the reaction product. The product is: [CH3:9][O:8][C:6]1[C:5]([N+:10]([O-:12])=[O:11])=[CH:4][N:3]=[C:2]([S:14][CH3:13])[CH:7]=1. (4) The product is: [Br:1][C:2]1[CH:3]=[C:4]2[C:9](=[CH:10][C:11]=1[Cl:12])[N:8]=[CH:7][N:6]=[C:5]2[Cl:15]. Given the reactants [Br:1][C:2]1[CH:3]=[C:4]2[C:9](=[CH:10][C:11]=1[Cl:12])[N:8]=[CH:7][N:6]=[C:5]2O.P(Cl)(Cl)(Cl)(Cl)[Cl:15].O=P(Cl)(Cl)Cl, predict the reaction product. (5) Given the reactants [C:1]([O:5][C:6]([NH:8][CH2:9][CH2:10][CH2:11][C:12]1[CH:13]=[C:14]2[C:19](=[CH:20][C:21]=1[O:22][CH3:23])[N:18]=[CH:17][C:16]([C:24](OCC)=[O:25])=[C:15]2[NH:29][C:30]1[CH:35]=[CH:34][C:33]([Cl:36])=[C:32]([Cl:37])[CH:31]=1)=[O:7])([CH3:4])([CH3:3])[CH3:2].C([NH2:40])=O.C[O-].[Na+], predict the reaction product. The product is: [NH2:40][C:24]([C:16]1[CH:17]=[N:18][C:19]2[C:14]([C:15]=1[NH:29][C:30]1[CH:35]=[CH:34][C:33]([Cl:36])=[C:32]([Cl:37])[CH:31]=1)=[CH:13][C:12]([CH2:11][CH2:10][CH2:9][NH:8][C:6](=[O:7])[O:5][C:1]([CH3:2])([CH3:3])[CH3:4])=[C:21]([O:22][CH3:23])[CH:20]=2)=[O:25]. (6) Given the reactants [Br:1][C:2]1[CH:3]=[C:4]([N:8]2[C:16]3[CH:15]=[C:14]([O:17][CH2:18][CH3:19])[N:13]=[CH:12][C:11]=3[C:10]([C:20](O)=[O:21])=[N:9]2)[CH:5]=[CH:6][CH:7]=1.[Cl-].[NH4+:24], predict the reaction product. The product is: [Br:1][C:2]1[CH:3]=[C:4]([N:8]2[C:16]3[CH:15]=[C:14]([O:17][CH2:18][CH3:19])[N:13]=[CH:12][C:11]=3[C:10]([C:20]([NH2:24])=[O:21])=[N:9]2)[CH:5]=[CH:6][CH:7]=1.